Dataset: Tox21: 12 toxicity assays (nuclear receptors and stress response pathways). Task: Binary classification across 12 toxicity assays. (1) The compound is CSCCCN=C=S. It tested positive (active) for: SR-ARE (Antioxidant Response Element (oxidative stress)), SR-MMP (Mitochondrial Membrane Potential disruption), and SR-p53 (p53 tumor suppressor activation). (2) The compound is Cc1cc(Cl)ccc1N. It tested positive (active) for: NR-AhR (Aryl hydrocarbon Receptor agonist activity), and SR-HSE (Heat Shock Element response).